From a dataset of Reaction yield outcomes from USPTO patents with 853,638 reactions. Predict the reaction yield, written as a fraction of the theoretical maximum amount of product (1.0 means a 100% yield; for example, 0.34 means a 34% yield). (1) The reactants are C[O:2][C:3]1[CH:12]=[CH:11][CH:10]=[C:9]2[C:4]=1[CH:5]=[CH:6][C:7]([C:13]([F:16])([F:15])[F:14])=[N:8]2.B(Br)(Br)Br.O. The catalyst is C(Cl)Cl. The product is [F:16][C:13]([F:14])([F:15])[C:7]1[CH:6]=[CH:5][C:4]2[C:3]([OH:2])=[CH:12][CH:11]=[CH:10][C:9]=2[N:8]=1. The yield is 0.730. (2) The reactants are [NH2:1][C:2]1[S:3][CH:4]=[CH:5][N:6]=1.[C:7](N1C=CN=C1)(N1C=CN=C1)=[O:8].[CH3:19][C:20]1[C:21]([CH2:27][N:28]([CH2:35][C:36]2[C:41]([CH:42]([CH3:44])[CH3:43])=[CH:40][CH:39]=[CH:38][N:37]=2)[CH:29]2[CH2:34][CH2:33][NH:32][CH2:31][CH2:30]2)=[N:22][CH:23]=[C:24]([CH3:26])[CH:25]=1. The catalyst is C(Cl)Cl.CC#N. The product is [S:3]1[CH:4]=[CH:5][N:6]=[C:2]1[NH:1][C:7]([N:32]1[CH2:33][CH2:34][CH:29]([N:28]([CH2:27][C:21]2[C:20]([CH3:19])=[CH:25][C:24]([CH3:26])=[CH:23][N:22]=2)[CH2:35][C:36]2[C:41]([CH:42]([CH3:44])[CH3:43])=[CH:40][CH:39]=[CH:38][N:37]=2)[CH2:30][CH2:31]1)=[O:8]. The yield is 0.190. (3) The reactants are [OH:1][C:2]1[CH:11]=[C:10]([NH:12][S:13]([C:16]2[C:20]([Cl:21])=[C:19]([Cl:22])[S:18][C:17]=2[Cl:23])(=[O:15])=[O:14])[CH:9]=[CH:8][C:3]=1[C:4]([O:6]C)=[O:5].O. The catalyst is [OH-].[Na+]. The product is [OH:1][C:2]1[CH:11]=[C:10]([NH:12][S:13]([C:16]2[C:20]([Cl:21])=[C:19]([Cl:22])[S:18][C:17]=2[Cl:23])(=[O:15])=[O:14])[CH:9]=[CH:8][C:3]=1[C:4]([OH:6])=[O:5]. The yield is 0.850. (4) The reactants are [C:1]([O:9]CC)(=[O:8])[CH2:2][C:3](OCC)=O.[H-].[Na+].BrC[C:16]1[CH:21]=[CH:20][C:19]([N+:22]([O-:24])=[O:23])=[CH:18][C:17]=1[CH2:25]Br.[OH-].[Na+]. The catalyst is CCOCC.CCOC(C)=O.CCO.C1(C)C(C)=CC=CC=1. The product is [N+:22]([C:19]1[CH:18]=[C:17]2[C:16](=[CH:21][CH:20]=1)[CH2:3][CH:2]([C:1]([OH:9])=[O:8])[CH2:25]2)([O-:24])=[O:23]. The yield is 0.200. (5) The reactants are [OH:1][CH:2]([C:6]1[CH:11]=[CH:10][C:9]([C:12]2[N:16]=[C:15]([C:17]3[O:21][N:20]=[C:19]([C:22]4[CH:27]=[CH:26][CH:25]=[CH:24][CH:23]=4)[C:18]=3[C:28]([F:31])([F:30])[F:29])[O:14][N:13]=2)=[CH:8][CH:7]=1)[C:3]([OH:5])=O.[CH:32]1([NH2:36])[CH2:35][CH2:34][CH2:33]1.CN(C(ON1N=NC2C=CC=NC1=2)=[N+](C)C)C.F[P-](F)(F)(F)(F)F.CN1CCOCC1. The catalyst is CN(C=O)C. The product is [CH:32]1([NH:36][C:3](=[O:5])[CH:2]([OH:1])[C:6]2[CH:7]=[CH:8][C:9]([C:12]3[N:16]=[C:15]([C:17]4[O:21][N:20]=[C:19]([C:22]5[CH:23]=[CH:24][CH:25]=[CH:26][CH:27]=5)[C:18]=4[C:28]([F:30])([F:31])[F:29])[O:14][N:13]=3)=[CH:10][CH:11]=2)[CH2:35][CH2:34][CH2:33]1. The yield is 0.239. (6) The reactants are [CH3:1][C:2]1[NH:3][C:4]2[C:9]([C:10]=1[CH:11]1[CH2:16][CH2:15][N:14]([CH3:17])[CH2:13][CH2:12]1)=[CH:8][C:7]([OH:18])=[CH:6][CH:5]=2.[C:19]1([S:25](Cl)(=[O:27])=[O:26])[CH:24]=[CH:23][CH:22]=[CH:21][CH:20]=1.[OH-].[Na+]. The catalyst is C1COCC1. The product is [CH3:1][C:2]1[NH:3][C:4]2[C:9]([C:10]=1[CH:11]1[CH2:16][CH2:15][N:14]([CH3:17])[CH2:13][CH2:12]1)=[CH:8][C:7]([O:18][S:25]([C:19]1[CH:24]=[CH:23][CH:22]=[CH:21][CH:20]=1)(=[O:27])=[O:26])=[CH:6][CH:5]=2. The yield is 0.240.